The task is: Predict the reactants needed to synthesize the given product.. This data is from Full USPTO retrosynthesis dataset with 1.9M reactions from patents (1976-2016). (1) Given the product [CH:3]1([C@H:9]([NH:14][C:15]([C:17]2[CH:22]=[CH:21][C:20]([F:23])=[CH:19][C:18]=2[NH:24][C:25]([NH:27][C:28]2[C:33]([CH3:34])=[CH:32][C:31]([CH3:35])=[CH:30][C:29]=2[CH3:36])=[O:26])=[O:16])[C:10]([OH:12])=[O:11])[CH2:4][CH2:5][CH2:6][CH2:7][CH2:8]1, predict the reactants needed to synthesize it. The reactants are: [OH-].[Li+].[CH:3]1([C@H:9]([NH:14][C:15]([C:17]2[CH:22]=[CH:21][C:20]([F:23])=[CH:19][C:18]=2[NH:24][C:25]([NH:27][C:28]2[C:33]([CH3:34])=[CH:32][C:31]([CH3:35])=[CH:30][C:29]=2[CH3:36])=[O:26])=[O:16])[C:10]([O:12]C)=[O:11])[CH2:8][CH2:7][CH2:6][CH2:5][CH2:4]1.CO.O. (2) Given the product [CH3:5][O:6][C:7]([NH:9][C:10]1[CH:15]=[CH:14][CH:13]=[CH:12][C:11]=1[C@H:16]1[C@H:25]([C:26]([O:28][CH3:35])=[O:27])[C:24]2[C:19](=[CH:20][C:21]([O:31][CH3:32])=[C:22]([O:29][CH3:30])[CH:23]=2)[C:18](=[O:33])[N:17]1[CH3:34])=[O:8], predict the reactants needed to synthesize it. The reactants are: S(Cl)(Cl)=O.[CH3:5][O:6][C:7]([NH:9][C:10]1[CH:15]=[CH:14][CH:13]=[CH:12][C:11]=1[C@H:16]1[C@@H:25]([C:26]([OH:28])=[O:27])[C:24]2[C:19](=[CH:20][C:21]([O:31][CH3:32])=[C:22]([O:29][CH3:30])[CH:23]=2)[C:18](=[O:33])[N:17]1[CH3:34])=[O:8].[C:35](=O)(O)[O-].[Na+].